Dataset: Forward reaction prediction with 1.9M reactions from USPTO patents (1976-2016). Task: Predict the product of the given reaction. Given the reactants [CH2:1]([N:3]([CH2:18][CH3:19])[CH2:4][CH2:5][NH:6][C:7]([C:9]1[C:13]([CH3:14])=[C:12]([CH:15]=O)[NH:11][C:10]=1[CH3:17])=[O:8])[CH3:2].[F:20][C:21]1[CH:22]=[C:23]2[C:27](=[CH:28][CH:29]=1)[NH:26][C:25](=[O:30])[CH2:24]2.C1C=CC=CC=1.N1CCCC1, predict the reaction product. The product is: [CH3:2][CH2:1][N:3]([CH2:4][CH2:5][NH:6][C:7]([C:9]1[C:13]([CH3:14])=[C:12](/[CH:15]=[C:24]2/[C:23]3[CH:22]=[C:21]([F:20])[CH:29]=[CH:28][C:27]=3[NH:26][C:25]/2=[O:30])[NH:11][C:10]=1[CH3:17])=[O:8])[CH2:18][CH3:19].